From a dataset of Reaction yield outcomes from USPTO patents with 853,638 reactions. Predict the reaction yield, written as a fraction of the theoretical maximum amount of product (1.0 means a 100% yield; for example, 0.34 means a 34% yield). (1) The reactants are [CH3:1][O:2][C:3]1[C:4](=[O:25])[C:5]([CH3:24])=[C:6]([CH2:12][C:13]2[CH:18]=[CH:17][C:16]([CH2:19][CH2:20][C:21](O)=[O:22])=[CH:15][CH:14]=2)[C:7](=[O:11])[C:8]=1[O:9][CH3:10].Cl.[CH3:27][NH:28][CH3:29].C(N(CC)CC)C. No catalyst specified. The product is [CH3:1][O:2][C:3]1[C:4](=[O:25])[C:5]([CH3:24])=[C:6]([CH2:12][C:13]2[CH:18]=[CH:17][C:16]([CH2:19][CH2:20][C:21]([N:28]([CH3:29])[CH3:27])=[O:22])=[CH:15][CH:14]=2)[C:7](=[O:11])[C:8]=1[O:9][CH3:10]. The yield is 0.180. (2) The reactants are [C:1]12([C:11]([O:13][CH2:14][C:15]([F:21])([F:20])[S:16]([O-:19])(=[O:18])=[O:17])=[O:12])[CH2:10][CH:5]3[CH2:6][CH:7]([CH2:9][CH:3]([CH2:4]3)[CH2:2]1)[CH2:8]2.[Na+].[Br-].[C:24]([C:28]1[CH:33]=[CH:32][C:31]([S+:34]([C:41]2[CH:46]=[CH:45][CH:44]=[CH:43][CH:42]=2)[C:35]2[CH:40]=[CH:39][CH:38]=[CH:37][CH:36]=2)=[CH:30][CH:29]=1)([CH3:27])([CH3:26])[CH3:25]. The catalyst is ClCCl. The product is [C:1]12([C:11]([O:13][CH2:14][C:15]([F:21])([F:20])[S:16]([O-:19])(=[O:17])=[O:18])=[O:12])[CH2:10][CH:5]3[CH2:4][CH:3]([CH2:9][CH:7]([CH2:6]3)[CH2:8]1)[CH2:2]2.[C:24]([C:28]1[CH:33]=[CH:32][C:31]([S+:34]([C:41]2[CH:46]=[CH:45][CH:44]=[CH:43][CH:42]=2)[C:35]2[CH:36]=[CH:37][CH:38]=[CH:39][CH:40]=2)=[CH:30][CH:29]=1)([CH3:27])([CH3:25])[CH3:26]. The yield is 0.860. (3) The reactants are [OH:1][CH2:2][CH2:3][C:4]1[C:9]([CH2:10][CH2:11][OH:12])=[CH:8][CH:7]=[CH:6][C:5]=1[O:13][CH3:14].C(N(CC)CC)C.[CH3:22][S:23](Cl)(=[O:25])=[O:24]. The catalyst is C(Cl)Cl. The product is [CH3:22][S:23]([O:1][CH2:2][CH2:3][C:4]1[C:9]([CH2:10][CH2:11][O:12][S:23]([CH3:22])(=[O:25])=[O:24])=[CH:8][CH:7]=[CH:6][C:5]=1[O:13][CH3:14])(=[O:25])=[O:24]. The yield is 0.962. (4) The reactants are Br[C:2]1[N:3]=[CH:4][C:5]([NH2:8])=[N:6][CH:7]=1.C1OCCOCCOCCOCCOCCOC1.[C-:27]#[N:28].[K+].C(Cl)(Cl)Cl. The catalyst is CN(C)C=O.[Cu]I.C1C=CC([P]([Pd]([P](C2C=CC=CC=2)(C2C=CC=CC=2)C2C=CC=CC=2)([P](C2C=CC=CC=2)(C2C=CC=CC=2)C2C=CC=CC=2)[P](C2C=CC=CC=2)(C2C=CC=CC=2)C2C=CC=CC=2)(C2C=CC=CC=2)C2C=CC=CC=2)=CC=1. The product is [NH2:8][C:5]1[CH:4]=[N:3][C:2]([C:27]#[N:28])=[CH:7][N:6]=1. The yield is 0.600.